The task is: Predict the product of the given reaction.. This data is from Forward reaction prediction with 1.9M reactions from USPTO patents (1976-2016). (1) Given the reactants [NH2:1][CH2:2][CH2:3][CH2:4][S:5]([OH:8])(=[O:7])=[O:6].C(=O)(O)[O-].[Na+].[Cl:14][C:15]1[CH:16]=[C:17]2[C:22](=[C:23]([Cl:25])[CH:24]=1)[CH2:21][N:20]([CH3:26])[CH2:19][CH:18]2[C:27]1[CH:28]=[C:29]([S:33](Cl)(=[O:35])=[O:34])[CH:30]=[CH:31][CH:32]=1.Cl, predict the reaction product. The product is: [Cl:14][C:15]1[CH:16]=[C:17]2[C:22](=[C:23]([Cl:25])[CH:24]=1)[CH2:21][N:20]([CH3:26])[CH2:19][CH:18]2[C:27]1[CH:28]=[C:29]([S:33]([NH:1][CH2:2][CH2:3][CH2:4][S:5]([OH:8])(=[O:7])=[O:6])(=[O:35])=[O:34])[CH:30]=[CH:31][CH:32]=1. (2) Given the reactants [CH3:1][C:2]1([CH3:23])[C:6]([CH3:8])([CH3:7])[O:5][B:4]([C:9]2[CH:22]=[CH:21][C:12]([CH2:13][N:14]3[CH:18]=[CH:17][N:16]=[C:15]3[CH2:19]O)=[CH:11][CH:10]=2)[O:3]1.Cl.[CH3:25][NH:26][CH3:27].CC(O)=O.[BH-](OC(C)=O)(OC(C)=O)OC(C)=O.[Na+], predict the reaction product. The product is: [CH3:25][N:26]([CH3:27])[CH2:19][C:15]1[N:14]([CH2:13][C:12]2[CH:11]=[CH:10][C:9]([B:4]3[O:5][C:6]([CH3:7])([CH3:8])[C:2]([CH3:23])([CH3:1])[O:3]3)=[CH:22][CH:21]=2)[CH:18]=[CH:17][N:16]=1. (3) Given the reactants FC(F)(F)C1C=C(NC2C(=O)C(=O)C=2N[C@@H](C2C3C(=CC=C(OC)C=3)N=CC=2)[C@H]2CC3CCN2CC3C=C)C=C(C(F)(F)F)C=1.[C:46]([O:50][C:51](=[O:75])[C:52]1[CH:57]=[CH:56][C:55]([C:58](=[O:73])/[CH:59]=[C:60](\[C:65]2[CH:70]=[C:69]([Cl:71])[CH:68]=[C:67]([Cl:72])[CH:66]=2)/[C:61]([F:64])([F:63])[F:62])=[CH:54][C:53]=1[CH3:74])([CH3:49])([CH3:48])[CH3:47].[N+:76]([CH3:79])([O-:78])=[O:77].O, predict the reaction product. The product is: [C:46]([O:50][C:51](=[O:75])[C:52]1[CH:57]=[CH:56][C:55]([C:58](=[O:73])[CH2:59][C@:60]([C:65]2[CH:70]=[C:69]([Cl:71])[CH:68]=[C:67]([Cl:72])[CH:66]=2)([CH2:79][N+:76]([O-:78])=[O:77])[C:61]([F:62])([F:64])[F:63])=[CH:54][C:53]=1[CH3:74])([CH3:49])([CH3:48])[CH3:47]. (4) Given the reactants FC(F)(F)[C:3](O)=[O:4].[CH3:8][O:9][C:10]1[CH:29]=[CH:28][C:13]2CO[C:16](=[O:27])[N:17]([CH2:18][CH2:19][CH2:20][N:21]3[CH2:26][CH2:25][NH:24][CH2:23][CH2:22]3)[C:12]=2[CH:11]=1.C(N(CC)C(C)C)(C)C.[O:39]1[C:48]2[CH:47]=[C:46]([CH:49]=O)[N:45]=[CH:44][C:43]=2[O:42][CH2:41][CH2:40]1.C(O[BH-](OC(=O)C)OC(=O)C)(=O)C.[Na+], predict the reaction product. The product is: [O:39]1[C:48]2[CH:47]=[C:46]([CH2:49][N:24]3[CH2:23][CH2:22][N:21]([CH2:20][CH2:19][CH2:18][N:17]4[C:12]5[CH:11]=[C:10]([O:9][CH3:8])[CH:29]=[CH:28][C:13]=5[O:4][CH2:3][C:16]4=[O:27])[CH2:26][CH2:25]3)[N:45]=[CH:44][C:43]=2[O:42][CH2:41][CH2:40]1. (5) The product is: [F:10][C:11]1[CH:12]=[C:13]([CH:14]=[C:15]([F:17])[CH:16]=1)[O:9][CH2:7][N:2]1[CH2:6][CH2:5][CH2:4][CH2:3]1. Given the reactants Cl.[N:2]1([CH:7]([OH:9])C)[CH2:6][CH2:5][CH2:4][CH2:3]1.[F:10][C:11]1[CH:12]=[C:13](O)[CH:14]=[C:15]([F:17])[CH:16]=1.C(=O)([O-])[O-].[Cs+].[Cs+].[I-].[Na+], predict the reaction product. (6) Given the reactants [C:1]1([N:11]2[CH2:16][CH2:15][NH:14][CH2:13][CH2:12]2)[C:10]2[C:5](=[CH:6][CH:7]=[CH:8][CH:9]=2)[CH:4]=[CH:3][CH:2]=1.Br[CH2:18][CH2:19][C:20]1[CH:21]=[CH:22][C:23]2[C:24]([CH:29]=1)=[N:25][C:26](=[O:28])[N:27]=2.C(=O)([O-])[O-].[Na+].[Na+].[I-].[Na+], predict the reaction product. The product is: [C:1]1([N:11]2[CH2:16][CH2:15][N:14]([CH2:18][CH2:19][C:20]3[CH:21]=[CH:22][C:23]4[C:24]([CH:29]=3)=[N:25][C:26](=[O:28])[N:27]=4)[CH2:13][CH2:12]2)[C:10]2[C:5](=[CH:6][CH:7]=[CH:8][CH:9]=2)[CH:4]=[CH:3][CH:2]=1. (7) Given the reactants [CH3:1][C:2]1[C:6]([C:7]([NH:9][N:10]2[CH2:15][CH2:14][CH2:13][CH2:12][CH2:11]2)=[O:8])=[N:5][N:4]([C:16]2[CH:17]=[CH:18][C:19]([Cl:23])=[CH:20][C:21]=2[Cl:22])[C:3]=1[C:24]1[CH:25]=[CH:26][C:27]([Cl:30])=[CH:28][CH:29]=1, predict the reaction product. The product is: [CH3:1][C:2]1[C:6]([C:7]([NH:9][N:10]2[CH2:11][CH2:12][CH2:13][CH2:14][CH2:15]2)=[O:8])=[N:5][N:4]([C:16]2[CH:17]=[CH:18][C:19]([Cl:23])=[CH:20][C:21]=2[Cl:22])[C:3]=1[C:24]1[CH:25]=[CH:26][C:27]([Cl:30])=[CH:28][CH:29]=1.[CH2:7]([OH:8])[CH2:6][CH3:2].